From a dataset of Reaction yield outcomes from USPTO patents with 853,638 reactions. Predict the reaction yield, written as a fraction of the theoretical maximum amount of product (1.0 means a 100% yield; for example, 0.34 means a 34% yield). (1) The reactants are [F:1][C:2]1[CH:3]=[C:4]([CH:8]=[CH:9][C:10]=1[CH3:11])[C:5]([OH:7])=O.[Br:12]Br.[CH:14]1([NH2:17])[CH2:16][CH2:15]1.C1C=CC2N(O)N=NC=2C=1.Cl.CN(C)CCCN=C=NCC.CCN(C(C)C)C(C)C. The catalyst is [Fe].S([O-])([O-])(=O)=S.[Na+].[Na+]. The product is [Br:12][C:9]1[CH:8]=[C:4]([CH:3]=[C:2]([F:1])[C:10]=1[CH3:11])[C:5]([NH:17][CH:14]1[CH2:16][CH2:15]1)=[O:7]. The yield is 0.440. (2) The reactants are [CH3:1][O:2][C:3]([CH:5]1[C:9]([CH3:10])=[C:8]([C:11]2[CH:16]=[CH:15][CH:14]=[CH:13][C:12]=2[C:17]([F:20])([F:19])[F:18])[NH:7][CH2:6]1)=[O:4]. The catalyst is C1(C)C=CC=CC=1.[Pd]. The product is [CH3:1][O:2][C:3]([C:5]1[C:9]([CH3:10])=[C:8]([C:11]2[CH:16]=[CH:15][CH:14]=[CH:13][C:12]=2[C:17]([F:20])([F:19])[F:18])[NH:7][CH:6]=1)=[O:4]. The yield is 0.290.